Task: Binary Classification. Given a T-cell receptor sequence (or CDR3 region) and an epitope sequence, predict whether binding occurs between them.. Dataset: TCR-epitope binding with 47,182 pairs between 192 epitopes and 23,139 TCRs Result: 0 (the TCR does not bind to the epitope). The epitope is RISNCVADY. The TCR CDR3 sequence is CASSLFTDTQYF.